Dataset: Forward reaction prediction with 1.9M reactions from USPTO patents (1976-2016). Task: Predict the product of the given reaction. (1) Given the reactants C(O[C:6]([N:8]1[CH2:13][CH2:12][N:11]([CH2:14][CH2:15][N:16]2[CH2:20][CH2:19][CH2:18][CH2:17]2)[C:10](=[O:21])[CH2:9]1)=[O:7])(C)(C)C.Cl.C(N(CC)CC)C.[CH:30]1[C:39]2[C:34](=[CH:35][CH:36]=[CH:37][CH:38]=2)[CH:33]=[CH:32][C:31]=1/[CH:40]=[CH:41]/C(O)=O.F[P-](F)(F)(F)(F)F.N1(OC(N(C)C)=[N+](C)C)C2N=CC=CC=2N=N1, predict the reaction product. The product is: [CH:30]1[C:39]2[C:34](=[CH:35][CH:36]=[CH:37][CH:38]=2)[CH:33]=[CH:32][C:31]=1/[CH:40]=[CH:41]/[C:6]([N:8]1[CH2:13][CH2:12][N:11]([CH2:14][CH2:15][N:16]2[CH2:17][CH2:18][CH2:19][CH2:20]2)[C:10](=[O:21])[CH2:9]1)=[O:7]. (2) Given the reactants C([O-])([O-])=O.[Cs+].[Cs+].Cl.Cl[CH2:9][CH2:10][N:11]1[CH2:15][CH2:14][CH2:13][CH2:12]1.[Cl:16][C:17]1[CH:22]=[C:21]([N+:23]([O-:25])=[O:24])[CH:20]=[CH:19][C:18]=1[OH:26], predict the reaction product. The product is: [Cl:16][C:17]1[CH:22]=[C:21]([N+:23]([O-:25])=[O:24])[CH:20]=[CH:19][C:18]=1[O:26][CH2:9][CH2:10][N:11]1[CH2:15][CH2:14][CH2:13][CH2:12]1. (3) Given the reactants [Cl:1][C:2]1[N:7]=[N:6][C:5]([NH:8][NH2:9])=[C:4]([CH3:10])[CH:3]=1.[CH3:11][C:12](O)=O.C([O-])(O)=O.[Na+], predict the reaction product. The product is: [Cl:1][C:2]1[CH:3]=[C:4]([CH3:10])[C:5]2[N:6]([C:11]([CH3:12])=[N:9][N:8]=2)[N:7]=1.